Dataset: CYP2D6 inhibition data for predicting drug metabolism from PubChem BioAssay. Task: Regression/Classification. Given a drug SMILES string, predict its absorption, distribution, metabolism, or excretion properties. Task type varies by dataset: regression for continuous measurements (e.g., permeability, clearance, half-life) or binary classification for categorical outcomes (e.g., BBB penetration, CYP inhibition). Dataset: cyp2d6_veith. (1) The drug is CC(C)NC(=O)N1CCC2(CC1)CCN(C(=O)c1cccn1C)CC2. The result is 0 (non-inhibitor). (2) The molecule is C/C(CCN1CCCCc2nc(C)c(C)cc21)=N\O[C@@H](C)c1cn([C@@H]2COC[C@@H]2O)nn1. The result is 0 (non-inhibitor). (3) The compound is C[C@H]1COC(=O)C/C=C\[C@@H](C)COC(=O)[C@H]2CCCN2C1=O. The result is 0 (non-inhibitor). (4) The drug is Cc1cccc(-c2noc(-c3cc4ccccc4oc3=O)n2)c1. The result is 0 (non-inhibitor). (5) The molecule is Cc1cc(=O)oc(C)c1C(=O)NCc1cccnc1. The result is 0 (non-inhibitor). (6) The molecule is C#CCCCO/N=C1\[C@@H]2CCn3c(=O)n(Cc4cc5c(cc4Cl)OCO5)c(=O)n3[C@H]2[C@H](O)[C@H]2O[C@H]12. The result is 0 (non-inhibitor).